From a dataset of Full USPTO retrosynthesis dataset with 1.9M reactions from patents (1976-2016). Predict the reactants needed to synthesize the given product. (1) Given the product [ClH:27].[ClH:27].[N:11]1([S:14]([C:17]2[CH:18]=[C:19]3[C:24](=[CH:25][CH:26]=2)[CH:23]=[N:22][CH:21]=[CH:20]3)(=[O:16])=[O:15])[CH2:12][CH2:13][NH:8][CH2:9][CH2:10]1, predict the reactants needed to synthesize it. The reactants are: C(OC([N:8]1[CH2:13][CH2:12][N:11]([S:14]([C:17]2[CH:18]=[C:19]3[C:24](=[CH:25][CH:26]=2)[CH:23]=[N:22][CH:21]=[CH:20]3)(=[O:16])=[O:15])[CH2:10][CH2:9]1)=O)(C)(C)C.[ClH:27].O1CCOCC1. (2) Given the product [I:33][CH:17]1[C:16](=[O:24])[N:15]2[C@@H:20]([CH2:21][CH2:22][CH2:23][C@@H:14]2[C:11]2[CH:10]=[CH:9][C:8]([O:7][CH3:6])=[CH:13][CH:12]=2)[CH2:19][CH2:18]1, predict the reactants needed to synthesize it. The reactants are: I[Si](C)(C)C.[CH3:6][O:7][C:8]1[CH:13]=[CH:12][C:11]([C@H:14]2[CH2:23][CH2:22][CH2:21][C@@H:20]3[N:15]2[C:16](=[O:24])[CH2:17][CH2:18][CH2:19]3)=[CH:10][CH:9]=1.CN(C)CCN(C)C.[I:33]I.S([O-])([O-])(=O)=S.[Na+].[Na+]. (3) Given the product [CH2:30]([O:29][CH:28]1[N:16]([C:17]2[CH:18]=[CH:19][C:20]([CH:23]([CH3:25])[CH3:24])=[CH:21][CH:22]=2)[C:11]2=[N:12][CH:13]=[CH:14][N:15]=[C:10]2[N:9]1[C:8]1[CH:26]=[CH:27][C:5]([CH:2]([CH3:4])[CH3:3])=[CH:6][CH:7]=1)[CH3:31], predict the reactants needed to synthesize it. The reactants are: [Cl-].[CH:2]([C:5]1[CH:27]=[CH:26][C:8]([NH:9][C:10]2[C:11]([NH2+:16][C:17]3[CH:22]=[CH:21][C:20]([CH:23]([CH3:25])[CH3:24])=[CH:19][CH:18]=3)=[N:12][CH:13]=[CH:14][N:15]=2)=[CH:7][CH:6]=1)([CH3:4])[CH3:3].[CH:28](OCC)(OCC)[O:29][CH2:30][CH3:31]. (4) Given the product [Br:24][C:12]1[CH:13]=[N:14][N:15]([CH3:16])[C:11]=1[C:3]1[CH:4]=[C:5]([C:7]([OH:9])=[O:8])[O:6][C:2]=1[CH3:1], predict the reactants needed to synthesize it. The reactants are: [CH3:1][C:2]1[O:6][C:5]([C:7]([O:9]C)=[O:8])=[CH:4][C:3]=1[C:11]1[N:15]([CH3:16])[N:14]=[CH:13][CH:12]=1.C1C(=O)N([Br:24])C(=O)C1.[OH-].[Na+].